From a dataset of Full USPTO retrosynthesis dataset with 1.9M reactions from patents (1976-2016). Predict the reactants needed to synthesize the given product. (1) The reactants are: [O:1]1[C:6]2[CH:7]=[C:8]([NH:11][C:12]([C:14]3[C:15]([C:20]4[CH:25]=[CH:24][C:23]([C:26]([F:29])([F:28])[F:27])=[CH:22][CH:21]=4)=[CH:16][CH:17]=[CH:18][CH:19]=3)=[O:13])[CH:9]=[CH:10][C:5]=2[NH:4][CH2:3][CH2:2]1.[CH3:30][C:31]1[N:32]([C:37]2[N:42]=[C:41]([CH2:43][C:44](O)=[O:45])[CH:40]=[CH:39][CH:38]=2)[C:33]([CH3:36])=[CH:34][CH:35]=1.O.ON1C2C=CC=CC=2N=N1.Cl.CN(C)CCCN=C=NCC. Given the product [CH3:30][C:31]1[N:32]([C:37]2[N:42]=[C:41]([CH2:43][C:44]([N:4]3[C:5]4[CH:10]=[CH:9][C:8]([NH:11][C:12]([C:14]5[C:15]([C:20]6[CH:25]=[CH:24][C:23]([C:26]([F:27])([F:29])[F:28])=[CH:22][CH:21]=6)=[CH:16][CH:17]=[CH:18][CH:19]=5)=[O:13])=[CH:7][C:6]=4[O:1][CH2:2][CH2:3]3)=[O:45])[CH:40]=[CH:39][CH:38]=2)[C:33]([CH3:36])=[CH:34][CH:35]=1, predict the reactants needed to synthesize it. (2) Given the product [Cl:7][C:8]1[CH:13]=[C:12]([C:14]([F:16])([F:17])[F:15])[CH:11]=[CH:10][C:9]=1[O:18][CH2:20][C:21]([O:23][CH2:24][CH3:25])=[O:22], predict the reactants needed to synthesize it. The reactants are: C(=O)([O-])[O-].[K+].[K+].[Cl:7][C:8]1[CH:13]=[C:12]([C:14]([F:17])([F:16])[F:15])[CH:11]=[CH:10][C:9]=1[OH:18].Br[CH2:20][C:21]([O:23][CH2:24][CH3:25])=[O:22]. (3) Given the product [CH3:13][C@@H:9]1[C:8]2([O:14][CH2:15][CH2:16][O:17]2)[CH2:7][CH2:6][C@@:5]2([C:18]3[CH:19]=[CH:20][CH:21]=[CH:22][CH:23]=3)[C@H:10]1[CH2:11][CH2:12][C:3]1[CH:2]=[N:30][CH:29]=[N:31][C:4]=12, predict the reactants needed to synthesize it. The reactants are: O/[CH:2]=[C:3]1\[C:4](=O)[C@:5]2([C:18]3[CH:23]=[CH:22][CH:21]=[CH:20][CH:19]=3)[C@@H:10]([CH2:11][CH2:12]\1)[C@H:9]([CH3:13])[C:8]1([O:17][CH2:16][CH2:15][O:14]1)[CH2:7][CH2:6]2.C(O)(=O)C.[CH:29]([NH2:31])=[NH:30].N1CCCCC1. (4) Given the product [CH2:1]([O:13][C:12]1[CH:14]=[C:8]([O:7][CH2:1][CH2:2][CH2:3][CH2:4][CH2:5][CH3:6])[CH:9]=[CH:10][C:11]=1[B:33]1[O:34][C:35]([CH3:40])([CH3:41])[C:36]([CH3:38])([CH3:39])[O:37]1)[CH2:2][CH2:3][CH2:4][CH2:42][CH3:43], predict the reactants needed to synthesize it. The reactants are: [CH2:1]([O:7][C:8]1[C:9](Cl)=[C:10](O)[C:11](OCCCCCC)=[C:12]([CH:14]=1)[OH:13])[CH2:2][CH2:3][CH2:4][CH2:5][CH3:6].[B:33]1([B:33]2[O:37][C:36]([CH3:39])([CH3:38])[C:35]([CH3:41])([CH3:40])[O:34]2)[O:37][C:36]([CH3:39])([CH3:38])[C:35]([CH3:41])([CH3:40])[O:34]1.[C:42]([O-])(=O)[CH3:43].[K+]. (5) Given the product [CH3:19][O:18][C:15]1[CH:16]=[CH:17][C:7]2[O:6][C:5]([C:3](=[O:4])[C:2]([CH3:21])([CH3:1])[CH3:20])=[C:9]([CH2:10][C:11]([N:33]3[CH2:34][CH2:35][C@H:36]4[C@H:41]([CH2:40][CH2:39][CH2:38][CH2:37]4)[CH2:32]3)=[O:12])[C:8]=2[CH:14]=1, predict the reactants needed to synthesize it. The reactants are: [CH3:1][C:2]([CH3:21])([CH3:20])[C:3]([C:5]1[O:6][C:7]2[CH:17]=[CH:16][C:15]([O:18][CH3:19])=[CH:14][C:8]=2[C:9]=1[CH2:10][C:11](O)=[O:12])=[O:4].C1C=CC2N(O)N=NC=2C=1.[CH2:32]1[C@@H:41]2[C@@H:36]([CH2:37][CH2:38][CH2:39][CH2:40]2)[CH2:35][CH2:34][NH:33]1.CCN(C(C)C)C(C)C. (6) Given the product [N:31]1([NH:37][C:3]([C:4]2[CH:10]=[C:11]([C:13]3[CH:18]=[C:17]([Cl:19])[C:16]([CH3:20])=[CH:15][C:14]=3[O:21][CH3:22])[N:30]([CH2:29][CH:24]3[CH2:25][O:26][CH2:27][CH2:28][O:23]3)[C:5]=2[CH3:6])=[O:8])[CH2:36][CH2:35][CH2:34][CH2:33][CH2:32]1, predict the reactants needed to synthesize it. The reactants are: CO[C:3](=[O:8])[CH2:4][C:5](=O)[CH3:6].Br[CH2:10][C:11]([C:13]1[CH:18]=[C:17]([Cl:19])[C:16]([CH3:20])=[CH:15][C:14]=1[O:21][CH3:22])=O.[O:23]1[CH2:28][CH2:27][O:26][CH2:25][CH:24]1[CH2:29][NH2:30].[N:31]1([NH2:37])[CH2:36][CH2:35][CH2:34][CH2:33][CH2:32]1. (7) Given the product [CH2:1]([N:3]([S:10]([C:13]1[CH:18]=[CH:17][C:16]([F:19])=[CH:15][CH:14]=1)(=[O:12])=[O:11])[C:4]1([C:7]([NH:47][CH2:46][C:42]2[CH:43]=[CH:44][CH:45]=[C:40]([C:37]3[CH:38]=[CH:39][C:34]([O:33][C:32]([F:31])([F:48])[F:49])=[CH:35][CH:36]=3)[CH:41]=2)=[O:9])[CH2:5][CH2:6]1)[CH3:2], predict the reactants needed to synthesize it. The reactants are: [CH2:1]([N:3]([S:10]([C:13]1[CH:18]=[CH:17][C:16]([F:19])=[CH:15][CH:14]=1)(=[O:12])=[O:11])[C:4]1([C:7]([OH:9])=O)[CH2:6][CH2:5]1)[CH3:2].CCOC(OC(OCC)=O)=O.[F:31][C:32]([F:49])([F:48])[O:33][C:34]1[CH:39]=[CH:38][C:37]([C:40]2[CH:41]=[C:42]([CH2:46][NH2:47])[CH:43]=[CH:44][CH:45]=2)=[CH:36][CH:35]=1.